Predict the reactants needed to synthesize the given product. From a dataset of Full USPTO retrosynthesis dataset with 1.9M reactions from patents (1976-2016). (1) The reactants are: [CH2:1]([C:4]1[CH:9]=[CH:8][C:7]([CH:10]2[CH2:13][NH:12][CH2:11]2)=CC=1)[CH2:2][CH3:3].C(C1CN(C(OC(C)(C)C)=O)C1)=O.[CH2:27]([C:31]1C=CC(B(O)O)=CC=1)[CH2:28][CH2:29]C. Given the product [CH2:31]([C:1]1[CH:2]=[CH:3][C:8]([CH2:7][CH:10]2[CH2:11][NH:12][CH2:13]2)=[CH:9][CH:4]=1)[CH2:27][CH2:28][CH3:29], predict the reactants needed to synthesize it. (2) Given the product [CH3:1][O:2][C:3]1[CH:8]=[CH:7][C:6]([C:9]2[CH:14]=[CH:13][N:12]=[C:11]3[NH:15][C:24]([C:23]4[CH:27]=[CH:28][CH:29]=[C:21]([S:18]([CH3:17])(=[O:20])=[O:19])[CH:22]=4)=[N:16][C:10]=23)=[CH:5][CH:4]=1, predict the reactants needed to synthesize it. The reactants are: [CH3:1][O:2][C:3]1[CH:8]=[CH:7][C:6]([C:9]2[CH:14]=[CH:13][N:12]=[C:11]([NH2:15])[C:10]=2[NH2:16])=[CH:5][CH:4]=1.[CH3:17][S:18]([C:21]1[CH:22]=[C:23]([CH:27]=[CH:28][CH:29]=1)[C:24](O)=O)(=[O:20])=[O:19]. (3) The reactants are: [Cl:1][C:2]1[C:3](=[O:31])[N:4]([CH2:19][C:20]2[N:21]=[CH:22][C:23]([C:26](OCC)=[O:27])=[N:24][CH:25]=2)[C:5]([CH3:18])=[CH:6][C:7]=1[O:8][CH2:9][C:10]1[CH:15]=[CH:14][C:13]([F:16])=[CH:12][C:11]=1[F:17].[BH4-].[Na+]. Given the product [Cl:1][C:2]1[C:3](=[O:31])[N:4]([CH2:19][C:20]2[CH:25]=[N:24][C:23]([CH2:26][OH:27])=[CH:22][N:21]=2)[C:5]([CH3:18])=[CH:6][C:7]=1[O:8][CH2:9][C:10]1[CH:15]=[CH:14][C:13]([F:16])=[CH:12][C:11]=1[F:17], predict the reactants needed to synthesize it. (4) Given the product [Cl:1][C:2]1[CH:3]=[C:4]([CH:46]=[CH:47][C:48]=1[F:49])[CH2:5][N:6]1[CH2:15][CH2:14][C:13]2[C:8](=[C:9]([O:43][CH3:44])[C:10](=[O:38])[N:11]3[CH2:29][C:21]([CH3:28])([CH3:22])[C@@H:20]([O:30][CH:31]4[CH2:36][CH2:35][CH2:34][CH2:33][O:32]4)[CH2:19][N:18]([CH3:37])[C:16](=[O:17])[C:12]3=2)[C:7]1=[O:45], predict the reactants needed to synthesize it. The reactants are: [Cl:1][C:2]1[CH:3]=[C:4]([CH:46]=[CH:47][C:48]=1[F:49])[CH2:5][N:6]1[CH2:15][CH2:14][C:13]2[C:12]([C:16]([N:18]([CH3:37])[CH2:19][C@H:20]([O:30][CH:31]3[CH2:36][CH2:35][CH2:34][CH2:33][O:32]3)[C:21]([CH3:29])([CH3:28])[CH2:22]OS(C)(=O)=O)=[O:17])=[N:11][C:10]([O:38]S(C)(=O)=O)=[C:9]([O:43][CH3:44])[C:8]=2[C:7]1=[O:45].C([O-])([O-])=O.[Cs+].[Cs+].O. (5) Given the product [CH2:25]([NH:31][C:16]1[CH:21]=[CH:20][CH:19]=[CH:18][C:17]=1[N+:22]([O-:24])=[O:23])[CH2:26][CH2:27][CH2:28][CH2:29][CH3:30], predict the reactants needed to synthesize it. The reactants are: CC([O-])(C)C.[Na+].[O-]P([O-])([O-])=O.[K+].[K+].[K+].Cl[C:16]1[CH:21]=[CH:20][CH:19]=[CH:18][C:17]=1[N+:22]([O-:24])=[O:23].[CH2:25]([NH2:31])[CH2:26][CH2:27][CH2:28][CH2:29][CH3:30]. (6) Given the product [CH3:26][C:22]1[CH:23]=[CH:24][CH:25]=[C:20]([CH3:19])[C:21]=1[C:27]1[CH:28]=[CH:29][C:30]([C:6]([N:8]2[CH2:12][C:11](=[N:13][O:14][CH3:15])[CH2:10][C@H:9]2[C:16]([NH:36][CH2:37][CH2:38][C:39]2[CH:44]=[CH:43][C:42]([OH:45])=[CH:41][CH:40]=2)=[O:18])=[O:7])=[CH:31][CH:32]=1, predict the reactants needed to synthesize it. The reactants are: C(O[C:6]([N:8]1[CH2:12][C:11](=[N:13][O:14][CH3:15])[CH2:10][C@H:9]1[C:16]([OH:18])=O)=[O:7])(C)(C)C.[CH3:19][C:20]1[CH:25]=[CH:24][CH:23]=[C:22]([CH3:26])[C:21]=1[C:27]1[CH:32]=[CH:31][C:30](C(O)=O)=[CH:29][CH:28]=1.[NH2:36][CH2:37][CH2:38][C:39]1[CH:44]=[CH:43][C:42]([OH:45])=[CH:41][CH:40]=1. (7) Given the product [O:20]=[C:12]1[NH:13][C:14]2([CH2:16][CH2:17][CH2:18][CH2:19]2)[N:15]=[C:11]1[C:8]1[CH:9]=[CH:10][C:5]([C:2]#[N:3])=[CH:6][CH:7]=1, predict the reactants needed to synthesize it. The reactants are: [Cu][C:2]#[N:3].Br[C:5]1[CH:10]=[CH:9][C:8]([C:11]2[C:12](=[O:20])[NH:13][C:14]3([CH2:19][CH2:18][CH2:17][CH2:16]3)[N:15]=2)=[CH:7][CH:6]=1.O.C(OCC)(=O)C.